This data is from Forward reaction prediction with 1.9M reactions from USPTO patents (1976-2016). The task is: Predict the product of the given reaction. (1) Given the reactants [CH2:1]([NH2:7])[CH2:2][CH2:3][CH2:4][CH2:5][NH2:6].[C:8]1(=[O:14])[O:13][C:11](=[O:12])[CH2:10][CH2:9]1, predict the reaction product. The product is: [NH2:6][CH2:5][CH2:4][CH2:3][CH2:2][CH2:1][NH:7][C:8](=[O:14])[CH2:9][CH2:10][C:11]([OH:13])=[O:12]. (2) The product is: [CH3:16][N:15]([CH3:17])[C:12]1([C:18]2[CH:19]=[CH:20][CH:21]=[CH:22][CH:23]=2)[CH2:11][CH2:10][C:7]2([CH2:6][CH2:5][NH:4][CH2:9][CH2:8]2)[CH2:14][CH2:13]1. Given the reactants C([N:4]1[CH2:9][CH2:8][C:7]2([CH2:14][CH2:13][C:12]([C:18]3[CH:23]=[CH:22][CH:21]=[CH:20][CH:19]=3)([N:15]([CH3:17])[CH3:16])[CH2:11][CH2:10]2)[CH2:6][CH2:5]1)C=C, predict the reaction product. (3) Given the reactants [CH2:1]([O:8][C:9]1[CH:14]=[CH:13][C:12]([Cl:15])=[CH:11][C:10]=1B(O)O)[C:2]1[CH:7]=[CH:6][CH:5]=[CH:4][CH:3]=1.[Cl:19][C:20]1[N:25]=[CH:24][C:23](Br)=[CH:22][N:21]=1, predict the reaction product. The product is: [CH2:1]([O:8][C:9]1[CH:14]=[CH:13][C:12]([Cl:15])=[CH:11][C:10]=1[C:23]1[CH:22]=[N:21][C:20]([Cl:19])=[N:25][CH:24]=1)[C:2]1[CH:7]=[CH:6][CH:5]=[CH:4][CH:3]=1. (4) Given the reactants [NH2:1][C:2]1[CH:7]=[CH:6][CH:5]=[CH:4][N:3]=1.C([O-])(O)=O.[Na+].Cl[CH:14]([C:20]([CH3:22])=O)[C:15]([O:17][CH2:18][CH3:19])=[O:16], predict the reaction product. The product is: [CH3:22][C:20]1[N:1]=[C:2]2[CH:7]=[CH:6][CH:5]=[CH:4][N:3]2[C:14]=1[C:15]([O:17][CH2:18][CH3:19])=[O:16]. (5) Given the reactants [OH:1][C:2]1[CH:7]=[CH:6][C:5]([C:8](=[O:10])[CH3:9])=[C:4]([CH3:11])[CH:3]=1.N1C(C)=CC=CC=1C.[F:20][C:21]([F:34])([F:33])[S:22](O[S:22]([C:21]([F:34])([F:33])[F:20])(=[O:24])=[O:23])(=[O:24])=[O:23], predict the reaction product. The product is: [C:8]([C:5]1[CH:6]=[CH:7][C:2]([O:1][S:22]([C:21]([F:34])([F:33])[F:20])(=[O:24])=[O:23])=[CH:3][C:4]=1[CH3:11])(=[O:10])[CH3:9]. (6) Given the reactants [CH2:1]([NH:5][C@H:6]1[C@H:11]([NH:12][C:13]([C:15]2[NH:16][C:17]([CH2:21][CH3:22])=[C:18]([Cl:20])[N:19]=2)=[O:14])[CH2:10][CH2:9][N:8]([C:23](OC(C)(C)C)=O)[CH2:7]1)[CH2:2][CH2:3][CH3:4].C(=O)([O-])[O-].[Na+].[Na+].BrC1[S:38][C:39]2[C:45]([C:46]([O:48][CH2:49][CH3:50])=[O:47])=[CH:44][CH:43]=[CH:42][C:40]=2[N:41]=1, predict the reaction product. The product is: [CH2:1]([NH:5][C@H:6]1[C@H:11]([NH:12][C:13]([C:15]2[NH:16][C:17]([CH2:21][CH3:22])=[C:18]([Cl:20])[N:19]=2)=[O:14])[CH2:10][CH2:9][N:8]([C:23]2[S:38][C:39]3[C:45]([C:46]([O:48][CH2:49][CH3:50])=[O:47])=[CH:44][CH:43]=[CH:42][C:40]=3[N:41]=2)[CH2:7]1)[CH2:2][CH2:3][CH3:4].